Dataset: Full USPTO retrosynthesis dataset with 1.9M reactions from patents (1976-2016). Task: Predict the reactants needed to synthesize the given product. Given the product [O:1]=[C:2]1[C:10](=[CH:25][C:24]2[NH:23][CH:22]=[C:21]3[C:16](=[O:15])[O:17][CH2:18][CH2:19][C:20]=23)[C:9]2[C:4](=[CH:5][C:6]([NH:11][C:12](=[O:14])[CH3:13])=[CH:7][CH:8]=2)[NH:3]1, predict the reactants needed to synthesize it. The reactants are: [O:1]=[C:2]1[CH2:10][C:9]2[C:4](=[CH:5][C:6]([NH:11][C:12](=[O:14])[CH3:13])=[CH:7][CH:8]=2)[NH:3]1.[O:15]=[C:16]1[C:21]2=[CH:22][NH:23][C:24]([CH:25]=O)=[C:20]2[CH2:19][CH2:18][O:17]1.